From a dataset of Forward reaction prediction with 1.9M reactions from USPTO patents (1976-2016). Predict the product of the given reaction. (1) Given the reactants Cl[C:2]([C:6]1[CH:11]=[CH:10][CH:9]=[CH:8][CH:7]=1)=[CH:3][C:4]#[N:5].[Se-2:12].[Na+].[Na+].Cl[CH2:16][C:17]#[N:18], predict the reaction product. The product is: [NH2:5][C:4]1[CH:3]=[C:2]([C:6]2[CH:11]=[CH:10][CH:9]=[CH:8][CH:7]=2)[Se:12][C:16]=1[C:17]#[N:18]. (2) Given the reactants [OH:1][CH2:2][C@@H:3]1[CH2:7][N:6]([C:8]([O:10][C:11]([CH3:14])([CH3:13])[CH3:12])=[O:9])[C@H:5]([C:15]([O:17][CH3:18])=[O:16])[CH2:4]1.[C:19](C1C=CC=C(C(C)(C)C)N=1)(C)(C)C, predict the reaction product. The product is: [CH3:19][O:1][CH2:2][C@@H:3]1[CH2:7][N:6]([C:8]([O:10][C:11]([CH3:13])([CH3:14])[CH3:12])=[O:9])[C@H:5]([C:15]([O:17][CH3:18])=[O:16])[CH2:4]1. (3) Given the reactants [NH:1]1[C:5]2=[CH:6][N:7]=[CH:8][CH:9]=[C:4]2[C:3]2([CH2:11][CH2:10]2)[C:2]1=[O:12].CC(C)([O-])C.[Na+].[Cl:19][C:20]1[CH:38]=[CH:37][C:23]2[N:24]([C@H:29]3[CH2:32][C@@H:31]([S:33]([CH3:36])(=[O:35])=[O:34])[CH2:30]3)[C:25]([CH2:27]Cl)=[N:26][C:22]=2[CH:21]=1, predict the reaction product. The product is: [Cl:19][C:20]1[CH:38]=[CH:37][C:23]2[N:24]([C@H:29]3[CH2:32][C@@H:31]([S:33]([CH3:36])(=[O:34])=[O:35])[CH2:30]3)[C:25]([CH2:27][N:1]3[C:5]4=[CH:6][N:7]=[CH:8][CH:9]=[C:4]4[C:3]4([CH2:10][CH2:11]4)[C:2]3=[O:12])=[N:26][C:22]=2[CH:21]=1. (4) Given the reactants CO[C:3]1[CH:8]=[CH:7][CH:6]=[CH:5][C:4]=1[Mg]Br.[I:11][C:12]1[CH:13]=[C:14]2[C:18](=[CH:19][CH:20]=1)[NH:17][C:16](=[O:21])[C:15]2=[O:22], predict the reaction product. The product is: [OH:22][C:15]1([C:3]2[CH:4]=[CH:5][CH:6]=[CH:7][CH:8]=2)[C:14]2[C:18](=[CH:19][CH:20]=[C:12]([I:11])[CH:13]=2)[NH:17][C:16]1=[O:21].